This data is from CYP1A2 inhibition data for predicting drug metabolism from PubChem BioAssay. The task is: Regression/Classification. Given a drug SMILES string, predict its absorption, distribution, metabolism, or excretion properties. Task type varies by dataset: regression for continuous measurements (e.g., permeability, clearance, half-life) or binary classification for categorical outcomes (e.g., BBB penetration, CYP inhibition). Dataset: cyp1a2_veith. (1) The drug is CC(=O)N1C2C3N(C(C)=O)C1C1N(C(C)=O)C(C(N1C(C)=O)N3C(C)=O)N2C(C)=O. The result is 0 (non-inhibitor). (2) The result is 1 (inhibitor). The compound is Cn1nc(C(F)(F)F)c(C(=O)Nc2cccc(Cl)c2)c1Cl. (3) The compound is S=c1nc(-c2nc(=S)[nH]c3c2CCCCCCCCCC3)c2c([nH]1)CCCCCCCCCC2. The result is 0 (non-inhibitor). (4) The result is 0 (non-inhibitor). The compound is CCc1nc2cc(CC(=O)O)ccc2o1. (5) The drug is CC(=Nc1c(C)n(C)n(-c2ccccc2)c1=O)c1c(O)n(Cc2ccccc2)c(=O)[nH]c1=O. The result is 0 (non-inhibitor).